Dataset: Reaction yield outcomes from USPTO patents with 853,638 reactions. Task: Predict the reaction yield, written as a fraction of the theoretical maximum amount of product (1.0 means a 100% yield; for example, 0.34 means a 34% yield). (1) The reactants are [C:1]([CH2:3][CH2:4][C:5]1[C:6]([C:17]2[CH:22]=[CH:21][N:20]=[CH:19][CH:18]=2)=[C:7]([C:10]2[CH:15]=[CH:14][C:13]([F:16])=[CH:12][CH:11]=2)[NH:8][CH:9]=1)#[N:2].[H-].[Al+3].[Li+].[H-].[H-].[H-].O.[OH-].[Na+]. The catalyst is O1CCCC1. The product is [NH2:2][CH2:1][CH2:3][CH2:4][C:5]1[C:6]([C:17]2[CH:18]=[CH:19][N:20]=[CH:21][CH:22]=2)=[C:7]([C:10]2[CH:11]=[CH:12][C:13]([F:16])=[CH:14][CH:15]=2)[NH:8][CH:9]=1. The yield is 0.940. (2) The reactants are [CH2:1]([O:3][C:4]([C:6]1([CH3:35])[CH2:11][CH2:10][N:9]([C:12]2[N:17]=[CH:16][C:15]([C:18]3[CH:19]=[C:20]([CH:33]=[CH2:34])[C:21]4[S:25][C:24]([NH:26][C:27]([NH:29][CH2:30][CH3:31])=[O:28])=[N:23][C:22]=4[CH:32]=3)=[CH:14][N:13]=2)[CH2:8][CH2:7]1)=[O:5])[CH3:2].C1COCC1.C(O)(=O)C.C([O-])=O.[NH4+]. The catalyst is CCO.[Pd]. The product is [CH2:1]([O:3][C:4]([C:6]1([CH3:35])[CH2:11][CH2:10][N:9]([C:12]2[N:17]=[CH:16][C:15]([C:18]3[CH:19]=[C:20]([CH2:33][CH3:34])[C:21]4[S:25][C:24]([NH:26][C:27]([NH:29][CH2:30][CH3:31])=[O:28])=[N:23][C:22]=4[CH:32]=3)=[CH:14][N:13]=2)[CH2:8][CH2:7]1)=[O:5])[CH3:2]. The yield is 0.700. (3) The reactants are [Cl:1][C:2]1[C:3]([C:12]2[CH:17]=[CH:16][C:15]([Cl:18])=[CH:14][CH:13]=2)=[CH:4][C:5]2[N:6]([C:8](=[O:11])[NH:9][N:10]=2)[N:7]=1.Cl[CH2:20][C:21]1[CH:22]=[CH:23][C:24]([C:27]([F:30])([F:29])[F:28])=[N:25][CH:26]=1.C([O-])([O-])=O.[K+].[K+]. The catalyst is CN(C=O)C.O. The product is [Cl:1][C:2]1[C:3]([C:12]2[CH:17]=[CH:16][C:15]([Cl:18])=[CH:14][CH:13]=2)=[CH:4][C:5]2[N:6]([C:8](=[O:11])[N:9]([CH2:20][C:21]3[CH:26]=[N:25][C:24]([C:27]([F:30])([F:28])[F:29])=[CH:23][CH:22]=3)[N:10]=2)[N:7]=1. The yield is 0.840. (4) The reactants are [NH2:1][C:2]1[CH:11]=[C:10]2[C:5]([CH:6]=[CH:7][CH:8]=[C:9]2[N:12]2[CH2:17][CH2:16][N:15]([CH3:18])[CH2:14][CH2:13]2)=[CH:4][CH:3]=1.C(N(CC)CC)C.[N+:26]([C:29]1[CH:30]=[C:31]([CH:35]=[C:36]([N+:38]([O-:40])=[O:39])[CH:37]=1)[C:32](Cl)=[O:33])([O-:28])=[O:27]. The catalyst is C(#N)C. The product is [N+:26]([C:29]1[CH:30]=[C:31]([CH:35]=[C:36]([N+:38]([O-:40])=[O:39])[CH:37]=1)[C:32]([NH:1][C:2]1[CH:11]=[C:10]2[C:5]([CH:6]=[CH:7][CH:8]=[C:9]2[N:12]2[CH2:17][CH2:16][N:15]([CH3:18])[CH2:14][CH2:13]2)=[CH:4][CH:3]=1)=[O:33])([O-:28])=[O:27]. The yield is 0.630. (5) The reactants are [NH2:1][C:2]1[NH:6][N:5]=[C:4]([CH3:7])[C:3]=1[C:8]1[S:9][C:10]2[CH:16]=[C:15]([S:17](Cl)(=[O:19])=[O:18])[CH:14]=[CH:13][C:11]=2[N:12]=1.[CH3:21][N:22]([CH3:27])[CH2:23][CH2:24][CH2:25][NH2:26].CN1CCOCC1. The catalyst is CO. The product is [CH3:21][N:22]([CH3:27])[CH2:23][CH2:24][CH2:25][NH:26][S:17]([C:15]1[CH:14]=[CH:13][C:11]2[N:12]=[C:8]([C:3]3[C:4]([CH3:7])=[N:5][NH:6][C:2]=3[NH2:1])[S:9][C:10]=2[CH:16]=1)(=[O:19])=[O:18]. The yield is 0.0200. (6) The reactants are [CH3:1][C:2](=[CH2:5])[CH2:3][OH:4].[H-].[Na+].[CH2:8]([O:15][C:16]1[CH:23]=[CH:22][C:19]([CH2:20]Cl)=[CH:18][CH:17]=1)[C:9]1[CH:14]=[CH:13][CH:12]=[CH:11][CH:10]=1. The catalyst is CN(C=O)C. The product is [CH2:8]([O:15][C:16]1[CH:23]=[CH:22][C:19]([CH2:20][O:4][CH2:3][C:2]([CH3:5])=[CH2:1])=[CH:18][CH:17]=1)[C:9]1[CH:14]=[CH:13][CH:12]=[CH:11][CH:10]=1. The yield is 0.930.